Dataset: Forward reaction prediction with 1.9M reactions from USPTO patents (1976-2016). Task: Predict the product of the given reaction. (1) Given the reactants [Cl:1][C:2]1[CH:7]=[CH:6][C:5]([OH:8])=[CH:4][C:3]=1[N:9]1[C:13]2[CH:14]=[CH:15][CH:16]=[C:17]([C:18]([F:21])([F:20])[F:19])[C:12]=2[N:11]=[CH:10]1.F[C:23]1[CH:28]=[CH:27][CH:26]=[C:25]([S:29]([CH3:32])(=[O:31])=[O:30])[CH:24]=1, predict the reaction product. The product is: [Cl:1][C:2]1[CH:7]=[CH:6][C:5]([O:8][C:23]2[CH:28]=[CH:27][CH:26]=[C:25]([S:29]([CH3:32])(=[O:31])=[O:30])[CH:24]=2)=[CH:4][C:3]=1[N:9]1[C:13]2[CH:14]=[CH:15][CH:16]=[C:17]([C:18]([F:21])([F:19])[F:20])[C:12]=2[N:11]=[CH:10]1. (2) Given the reactants C(OC([N:8]1[C:16]2[C:11](=[CH:12][CH:13]=[CH:14][CH:15]=2)[CH:10]=[C:9]1[C:17]1[CH:22]=[C:21]([C:23]2[CH:28]=[CH:27][N:26]=[CH:25][CH:24]=2)[N:20]=[N:19][C:18]=1[O:29][CH3:30])=O)(C)(C)C.[C:31]([OH:37])([C:33]([F:36])([F:35])[F:34])=[O:32], predict the reaction product. The product is: [F:34][C:33]([F:36])([F:35])[C:31]([OH:37])=[O:32].[CH3:30][O:29][C:18]1[N:19]=[N:20][C:21]([C:23]2[CH:28]=[CH:27][N:26]=[CH:25][CH:24]=2)=[CH:22][C:17]=1[C:9]1[NH:8][C:16]2[C:11]([CH:10]=1)=[CH:12][CH:13]=[CH:14][CH:15]=2. (3) Given the reactants Br.[NH2:2][C:3]1[CH:8]=[C:7]([CH:9](Br)[C:10]([C:12]2[CH:17]=[CH:16][CH:15]=[C:14]([CH3:18])[CH:13]=2)=O)[CH:6]=[CH:5][N:4]=1.[F:20][C:21]1[CH:29]=[CH:28][C:24]([C:25]([NH2:27])=[S:26])=[CH:23][CH:22]=1.C(=O)([O-])O.[Na+], predict the reaction product. The product is: [F:20][C:21]1[CH:29]=[CH:28][C:24]([C:25]2[S:26][C:9]([C:7]3[CH:6]=[CH:5][N:4]=[C:3]([NH2:2])[CH:8]=3)=[C:10]([C:12]3[CH:17]=[CH:16][CH:15]=[C:14]([CH3:18])[CH:13]=3)[N:27]=2)=[CH:23][CH:22]=1. (4) Given the reactants [O:1]1[C:5]2([CH2:10][CH2:9][CH:8]([NH:11][C:12]3[NH:16][CH:15]=[N:14][N:13]=3)[CH2:7][CH2:6]2)[O:4][CH2:3][CH2:2]1.[C:17]([C:19]1[CH:24]=[CH:23][CH:22]=[CH:21][C:20]=1[C:25]1[S:29][C:28]([CH2:30][CH:31]([C:37](=O)[CH2:38][CH2:39][CH3:40])[C:32](OCC)=[O:33])=[CH:27][CH:26]=1)#[N:18].N12CCCN=C1CCCCC2.C(N(CC)C1C=CC=CC=1)C, predict the reaction product. The product is: [O:1]1[C:5]2([CH2:6][CH2:7][CH:8]([N:11]3[C:32](=[O:33])[C:31]([CH2:30][C:28]4[S:29][C:25]([C:20]5[CH:21]=[CH:22][CH:23]=[CH:24][C:19]=5[C:17]#[N:18])=[CH:26][CH:27]=4)=[C:37]([CH2:38][CH2:39][CH3:40])[N:13]4[N:14]=[CH:15][N:16]=[C:12]34)[CH2:9][CH2:10]2)[O:4][CH2:3][CH2:2]1. (5) Given the reactants [Li]CCCC.Br[C:7]1[CH:20]=[CH:19][C:10]([O:11][Si:12]([C:15]([CH3:18])([CH3:17])[CH3:16])([CH3:14])[CH3:13])=[CH:9][CH:8]=1.[CH2:21]([O:23][C:24]([C:26]1[C@@H:27]2[N:42]([CH3:43])[C@H:31]([CH2:32][C:33]=1OS(C(F)(F)F)(=O)=O)[CH2:30][N:29]([C:44]([O:46][C:47]([CH3:50])([CH3:49])[CH3:48])=[O:45])[CH2:28]2)=[O:25])[CH3:22].[NH4+].[Cl-], predict the reaction product. The product is: [CH2:21]([O:23][C:24]([CH:26]1[C:33]([C:7]2[CH:20]=[CH:19][C:10]([O:11][Si:12]([C:15]([CH3:18])([CH3:17])[CH3:16])([CH3:14])[CH3:13])=[CH:9][CH:8]=2)=[CH:32][C@H:31]2[N:42]([CH3:43])[C@@H:27]1[CH2:28][N:29]([C:44]([O:46][C:47]([CH3:48])([CH3:50])[CH3:49])=[O:45])[CH2:30]2)=[O:25])[CH3:22]. (6) Given the reactants [CH3:1][O:2][CH2:3][CH:4]([N:8]1[C:17]2[C:12](=[CH:13][C:14]([I:18])=[CH:15][CH:16]=2)[C:11](=[O:19])[C:10]([C:20](O)=[O:21])=[CH:9]1)[CH2:5][O:6][CH3:7].[N:23]1([C:29]([O:31][C:32]([CH3:35])([CH3:34])[CH3:33])=[O:30])[CH2:28][CH2:27][NH:26][CH2:25][CH2:24]1.OC1C2N=NNC=2C=CC=1.CN1CCOCC1.Cl.C(N=C=NCCCN(C)C)C, predict the reaction product. The product is: [CH3:7][O:6][CH2:5][CH:4]([N:8]1[C:17]2[C:12](=[CH:13][C:14]([I:18])=[CH:15][CH:16]=2)[C:11](=[O:19])[C:10]([C:20]([N:26]2[CH2:27][CH2:28][N:23]([C:29]([O:31][C:32]([CH3:35])([CH3:34])[CH3:33])=[O:30])[CH2:24][CH2:25]2)=[O:21])=[CH:9]1)[CH2:3][O:2][CH3:1].